From a dataset of Forward reaction prediction with 1.9M reactions from USPTO patents (1976-2016). Predict the product of the given reaction. Given the reactants [CH3:1][O:2][C:3]1[CH:28]=[CH:27][C:26]([N:29]2[C:33]([S:34]([CH3:37])(=[O:36])=[O:35])=[N:32][N:31]=[N:30]2)=[CH:25][C:4]=1[C:5]([N:7]1[CH2:11][CH2:10][C:9]([CH2:18][CH2:19]OS(C)(=O)=O)([C:12]2[CH:17]=[CH:16][CH:15]=[CH:14][CH:13]=2)[CH2:8]1)=[O:6].C(N(CC)CC)C.I.[CH2:46]([O:48][CH2:49][CH2:50][N:51]1[C:55]2[CH:56]=[CH:57][CH:58]=[CH:59][C:54]=2[N:53]=[C:52]1[N:60]1[CH2:66][CH2:65][CH2:64][NH:63][CH2:62][CH2:61]1)[CH3:47].CO.ClCCl, predict the reaction product. The product is: [CH3:1][O:2][C:3]1[CH:28]=[CH:27][C:26]([N:29]2[C:33]([S:34]([CH3:37])(=[O:35])=[O:36])=[N:32][N:31]=[N:30]2)=[CH:25][C:4]=1[C:5]([N:7]1[CH2:11][CH2:10][C:9]([CH2:18][CH2:19][N:63]2[CH2:64][CH2:65][CH2:66][N:60]([C:52]3[N:51]([CH2:50][CH2:49][O:48][CH2:46][CH3:47])[C:55]4[CH:56]=[CH:57][CH:58]=[CH:59][C:54]=4[N:53]=3)[CH2:61][CH2:62]2)([C:12]2[CH:13]=[CH:14][CH:15]=[CH:16][CH:17]=2)[CH2:8]1)=[O:6].